From a dataset of NCI-60 drug combinations with 297,098 pairs across 59 cell lines. Regression. Given two drug SMILES strings and cell line genomic features, predict the synergy score measuring deviation from expected non-interaction effect. (1) Drug 1: CC1C(C(=O)NC(C(=O)N2CCCC2C(=O)N(CC(=O)N(C(C(=O)O1)C(C)C)C)C)C(C)C)NC(=O)C3=C4C(=C(C=C3)C)OC5=C(C(=O)C(=C(C5=N4)C(=O)NC6C(OC(=O)C(N(C(=O)CN(C(=O)C7CCCN7C(=O)C(NC6=O)C(C)C)C)C)C(C)C)C)N)C. Drug 2: CC1=C(C=C(C=C1)C(=O)NC2=CC(=CC(=C2)C(F)(F)F)N3C=C(N=C3)C)NC4=NC=CC(=N4)C5=CN=CC=C5. Cell line: OVCAR-4. Synergy scores: CSS=1.56, Synergy_ZIP=1.11, Synergy_Bliss=2.60, Synergy_Loewe=-0.605, Synergy_HSA=-0.637. (2) Drug 1: CN1C(=O)N2C=NC(=C2N=N1)C(=O)N. Drug 2: CC1=C(C(=O)C2=C(C1=O)N3CC4C(C3(C2COC(=O)N)OC)N4)N. Cell line: EKVX. Synergy scores: CSS=9.56, Synergy_ZIP=-2.87, Synergy_Bliss=-1.79, Synergy_Loewe=-15.8, Synergy_HSA=-3.82. (3) Drug 1: CN(C)C1=NC(=NC(=N1)N(C)C)N(C)C. Drug 2: CC1CCC2CC(C(=CC=CC=CC(CC(C(=O)C(C(C(=CC(C(=O)CC(OC(=O)C3CCCCN3C(=O)C(=O)C1(O2)O)C(C)CC4CCC(C(C4)OC)O)C)C)O)OC)C)C)C)OC. Cell line: NCI-H322M. Synergy scores: CSS=5.35, Synergy_ZIP=-4.19, Synergy_Bliss=-7.33, Synergy_Loewe=-65.6, Synergy_HSA=-9.32. (4) Drug 1: CC1=CC2C(CCC3(C2CCC3(C(=O)C)OC(=O)C)C)C4(C1=CC(=O)CC4)C. Drug 2: CCN(CC)CCNC(=O)C1=C(NC(=C1C)C=C2C3=C(C=CC(=C3)F)NC2=O)C. Cell line: SW-620. Synergy scores: CSS=-2.82, Synergy_ZIP=2.19, Synergy_Bliss=2.04, Synergy_Loewe=-1.89, Synergy_HSA=-0.794. (5) Drug 1: CC1C(C(CC(O1)OC2CC(CC3=C2C(=C4C(=C3O)C(=O)C5=C(C4=O)C(=CC=C5)OC)O)(C(=O)CO)O)N)O.Cl. Drug 2: C1CCN(CC1)CCOC2=CC=C(C=C2)C(=O)C3=C(SC4=C3C=CC(=C4)O)C5=CC=C(C=C5)O. Cell line: HCT-15. Synergy scores: CSS=7.36, Synergy_ZIP=-0.0261, Synergy_Bliss=-0.272, Synergy_Loewe=3.01, Synergy_HSA=-0.468. (6) Drug 1: C1CC(C1)(C(=O)O)C(=O)O.[NH2-].[NH2-].[Pt+2]. Drug 2: COCCOC1=C(C=C2C(=C1)C(=NC=N2)NC3=CC=CC(=C3)C#C)OCCOC.Cl. Cell line: NCI-H226. Synergy scores: CSS=0.990, Synergy_ZIP=0.531, Synergy_Bliss=1.44, Synergy_Loewe=-13.3, Synergy_HSA=-0.648.